From a dataset of Catalyst prediction with 721,799 reactions and 888 catalyst types from USPTO. Predict which catalyst facilitates the given reaction. (1) Reactant: [NH2:1][C@H:2]1[CH2:6][C:5]2([CH2:11][CH2:10][N:9]([C:12]3[C:21]4[C:16](=[CH:17][CH:18]=[C:19]([O:22][CH3:23])[N:20]=4)[N:15]=[CH:14][C:13]=3[F:24])[CH2:8][CH2:7]2)[CH2:4][C@H:3]1[OH:25].[O-]S([O-])(=O)=O.[Na+].[Na+].[O:33]=[C:34]1[CH2:39][S:38][C:37]2[CH:40]=[CH:41][C:42]([CH:44]=O)=[N:43][C:36]=2[NH:35]1.[BH-](OC(C)=O)(OC(C)=O)OC(C)=O.[Na+]. Product: [F:24][C:13]1[CH:14]=[N:15][C:16]2[C:21]([C:12]=1[N:9]1[CH2:10][CH2:11][C:5]3([CH2:6][C@H:2]([NH:1][CH2:44][C:42]4[CH:41]=[CH:40][C:37]5[S:38][CH2:39][C:34](=[O:33])[NH:35][C:36]=5[N:43]=4)[C@H:3]([OH:25])[CH2:4]3)[CH2:7][CH2:8]1)=[N:20][C:19]([O:22][CH3:23])=[CH:18][CH:17]=2. The catalyst class is: 497. (2) The catalyst class is: 632. Reactant: [N:1]1([CH2:6][C:7]2[CH:43]=[CH:42][C:10]([CH2:11][N:12]3[CH:20]=[C:19]4[C:14]([N:15]=[CH:16][N:17]=[C:18]4[NH:21][CH2:22][C:23]4[CH:28]=[CH:27][C:26]([O:29][CH3:30])=[CH:25][C:24]=4[O:31][CH2:32][C:33]4([C:38]([CH3:41])([CH3:40])[CH3:39])OCC[O:34]4)=[N:13]3)=[CH:9][CH:8]=2)[CH:5]=[CH:4][CH:3]=[N:2]1. Product: [N:1]1([CH2:6][C:7]2[CH:43]=[CH:42][C:10]([CH2:11][N:12]3[CH:20]=[C:19]4[C:14]([N:15]=[CH:16][N:17]=[C:18]4[NH:21][CH2:22][C:23]4[CH:28]=[CH:27][C:26]([O:29][CH3:30])=[CH:25][C:24]=4[O:31][CH2:32][C:33](=[O:34])[C:38]([CH3:40])([CH3:41])[CH3:39])=[N:13]3)=[CH:9][CH:8]=2)[CH:5]=[CH:4][CH:3]=[N:2]1. (3) The catalyst class is: 1. Reactant: B.O1CCCC1.[CH3:7][O:8][C:9]1[CH:10]=[C:11]([CH:15]2[CH2:20][N:19]([CH2:21][CH2:22][CH3:23])[C:18](=O)[CH2:17][O:16]2)[CH:12]=[CH:13][CH:14]=1. Product: [CH3:7][O:8][C:9]1[CH:10]=[C:11]([CH:15]2[O:16][CH2:17][CH2:18][N:19]([CH2:21][CH2:22][CH3:23])[CH2:20]2)[CH:12]=[CH:13][CH:14]=1.